Dataset: Forward reaction prediction with 1.9M reactions from USPTO patents (1976-2016). Task: Predict the product of the given reaction. (1) Given the reactants [CH3:1][O:2][CH2:3][CH2:4][O:5][C:6]1[CH:7]=[C:8]2[C:12](=[C:13]([N:15]([CH3:25])[S:16]([C:19]3[CH:24]=[CH:23][CH:22]=[CH:21][N:20]=3)(=[O:18])=[O:17])[CH:14]=1)[NH:11][C:10]([C:26]([OH:28])=O)=[CH:9]2.[CH2:29]([S:36][C:37]1([CH2:43][NH2:44])[CH2:42][CH2:41][O:40][CH2:39][CH2:38]1)[C:30]1[CH:35]=[CH:34][CH:33]=[CH:32][CH:31]=1.N1(O)C2C=CC=CC=2N=N1.Cl.CN(C)CCCN=C=NCC, predict the reaction product. The product is: [CH2:29]([S:36][C:37]1([CH2:43][NH:44][C:26]([C:10]2[NH:11][C:12]3[C:8]([CH:9]=2)=[CH:7][C:6]([O:5][CH2:4][CH2:3][O:2][CH3:1])=[CH:14][C:13]=3[N:15]([CH3:25])[S:16]([C:19]2[CH:24]=[CH:23][CH:22]=[CH:21][N:20]=2)(=[O:17])=[O:18])=[O:28])[CH2:42][CH2:41][O:40][CH2:39][CH2:38]1)[C:30]1[CH:31]=[CH:32][CH:33]=[CH:34][CH:35]=1. (2) Given the reactants Cl[C:2]1[N:10]=[CH:9][N:8]=[C:7]2[C:3]=1[N:4]=[CH:5][N:6]2[CH:11]1[CH2:15][CH2:14][CH2:13][O:12]1.ClC1N=CN=C2C=1NC=N2.[OH:26][C:27]1[CH:34]=[CH:33][C:30]([CH2:31][NH2:32])=[CH:29][C:28]=1[O:35][CH3:36].C(N(CC)CC)C, predict the reaction product. The product is: [OH:26][C:27]1[CH:34]=[CH:33][C:30]([CH2:31][NH:32][C:2]2[N:10]=[CH:9][N:8]=[C:7]3[C:3]=2[N:4]=[CH:5][N:6]3[CH:11]2[CH2:15][CH2:14][CH2:13][O:12]2)=[CH:29][C:28]=1[O:35][CH3:36]. (3) Given the reactants [NH2:1][C:2]1[CH:7]=[C:6]([N+:8]([O-:10])=[O:9])[CH:5]=[CH:4][C:3]=1[OH:11].[CH2:12]([CH:14]([CH2:17][CH2:18][CH2:19][CH3:20])[CH2:15]Br)[CH3:13].[CH:21](N(CC)C(C)C)(C)C.O.[CH3:31][CH2:32][CH2:33][CH2:34][CH2:35][CH2:36][CH3:37], predict the reaction product. The product is: [CH2:12]([CH:14]([CH2:17][CH2:18][CH2:19][CH3:20])[CH2:15][NH:1][C:2]1[CH:7]=[C:6]([N+:8]([O-:10])=[O:9])[CH:5]=[CH:4][C:3]=1[O:11][CH2:21][CH:33]([CH2:32][CH3:31])[CH2:34][CH2:35][CH2:36][CH3:37])[CH3:13]. (4) Given the reactants CC1C=C(C)C=C(C)C=1S([O-])(=O)=O.[NH2:14][N+:15]1[CH:20]=[C:19]([CH2:21][OH:22])[CH:18]=[CH:17][C:16]=1[O:23][CH3:24].[CH2:25]([O:32][C:33](=[O:39])[C:34]#[C:35][CH:36]1[CH2:38][CH2:37]1)[C:26]1[CH:31]=[CH:30][CH:29]=[CH:28][CH:27]=1, predict the reaction product. The product is: [CH2:25]([O:32][C:33]([C:34]1[C:35]([CH:36]2[CH2:37][CH2:38]2)=[N:14][N:15]2[C:16]([O:23][CH3:24])=[CH:17][CH:18]=[C:19]([CH2:21][OH:22])[C:20]=12)=[O:39])[C:26]1[CH:31]=[CH:30][CH:29]=[CH:28][CH:27]=1. (5) Given the reactants [CH3:1][C:2]([NH2:12])([CH3:11])[CH2:3][C:4]1[CH:9]=[CH:8][C:7]([CH3:10])=[CH:6][CH:5]=1.ClC(Cl)(Cl)C1O[N:16]1[C:18]([O:20][C:21]([CH3:24])([CH3:23])[CH3:22])=[O:19], predict the reaction product. The product is: [CH3:11][C:2]([NH:12][NH:16][C:18]([O:20][C:21]([CH3:24])([CH3:23])[CH3:22])=[O:19])([CH3:1])[CH2:3][C:4]1[CH:9]=[CH:8][C:7]([CH3:10])=[CH:6][CH:5]=1. (6) Given the reactants [CH2:1]([O:3][C:4](=[O:17])[CH:5]([O:14][CH2:15][CH3:16])[CH2:6][C:7]1[CH:12]=[CH:11][C:10]([OH:13])=[CH:9][CH:8]=1)[CH3:2].[CH3:18][S:19]([O:22][C:23]1[CH:28]=[CH:27][CH:26]=[CH:25][C:24]=1[CH2:29][CH2:30]CS([O-])(=O)=O)(=[O:21])=[O:20], predict the reaction product. The product is: [CH2:1]([O:3][C:4](=[O:17])[CH:5]([O:14][CH2:15][CH3:16])[CH2:6][C:7]1[CH:8]=[CH:9][C:10]([O:13][CH2:30][CH2:29][C:24]2[CH:25]=[CH:26][CH:27]=[CH:28][C:23]=2[O:22][S:19]([CH3:18])(=[O:20])=[O:21])=[CH:11][CH:12]=1)[CH3:2].